From a dataset of Forward reaction prediction with 1.9M reactions from USPTO patents (1976-2016). Predict the product of the given reaction. (1) Given the reactants [NH2:1][CH2:2][C@H:3]1[N:8]([C:9]([C:11]2[N:12]=[C:13]([CH3:23])[S:14][C:15]=2[C:16]2[CH:17]=[C:18]([CH3:22])[CH:19]=[CH:20][CH:21]=2)=[O:10])[CH2:7][C@@H:6]2[C@H:4]1[CH2:5]2.[Br:24][C:25]1[S:26][C:27]([C:31](O)=[O:32])=[C:28]([CH3:30])[N:29]=1, predict the reaction product. The product is: [CH3:23][C:13]1[S:14][C:15]([C:16]2[CH:17]=[C:18]([CH3:22])[CH:19]=[CH:20][CH:21]=2)=[C:11]([C:9]([N:8]2[CH2:7][C@@H:6]3[C@@H:4]([CH2:5]3)[C@H:3]2[CH2:2][NH:1][C:31]([C:27]2[S:26][C:25]([Br:24])=[N:29][C:28]=2[CH3:30])=[O:32])=[O:10])[N:12]=1. (2) Given the reactants [CH3:1][O:2][C@H:3]1[C@@H:8]([NH:9][C:10](=[O:19])[O:11][CH2:12][C:13]2[CH:18]=[CH:17][CH:16]=[CH:15][CH:14]=2)[CH2:7][CH2:6][NH:5][CH2:4]1.[C:20](N1C=CN=C1)([N:22]1[CH:26]=[CH:25][N:24]=[CH:23]1)=[S:21].Cl, predict the reaction product. The product is: [N:22]1([C:20]([N:5]2[CH2:6][CH2:7][C@H:8]([NH:9][C:10](=[O:19])[O:11][CH2:12][C:13]3[CH:18]=[CH:17][CH:16]=[CH:15][CH:14]=3)[C@H:3]([O:2][CH3:1])[CH2:4]2)=[S:21])[CH:26]=[CH:25][N:24]=[CH:23]1. (3) Given the reactants [CH2:1]([NH:9][C:10]([C:12]1[C:13]([CH3:24])=[N:14][O:15][C:16]=1[C:17]1[CH:22]=[CH:21][C:20](Br)=[CH:19][CH:18]=1)=[O:11])[CH2:2][C:3]1[CH:8]=[CH:7][CH:6]=[CH:5][CH:4]=1.[CH2:25]([O:27][C:28]([C:30]1([C:33]2[CH:38]=[CH:37][C:36](B3OC(C)(C)C(C)(C)O3)=[CH:35][CH:34]=2)[CH2:32][CH2:31]1)=[O:29])[CH3:26], predict the reaction product. The product is: [CH2:25]([O:27][C:28]([C:30]1([C:33]2[CH:38]=[CH:37][C:36]([C:20]3[CH:21]=[CH:22][C:17]([C:16]4[O:15][N:14]=[C:13]([CH3:24])[C:12]=4[C:10](=[O:11])[NH:9][CH2:1][CH2:2][C:3]4[CH:8]=[CH:7][CH:6]=[CH:5][CH:4]=4)=[CH:18][CH:19]=3)=[CH:35][CH:34]=2)[CH2:31][CH2:32]1)=[O:29])[CH3:26]. (4) Given the reactants [C:1]1([CH3:23])[CH:6]=[CH:5][CH:4]=[C:3]([S:7]([N:10]2[CH2:19][CH2:18][CH2:17][C:16]3[N:15]=[CH:14][C:13](C(O)=O)=[CH:12][C:11]2=3)(=[O:9])=[O:8])[CH:2]=1.C([N:26]([CH2:29]C)CC)C.C1(P(N=[N+]=[N-])(C2C=CC=CC=2)=[O:38])C=CC=CC=1.[C:48]([OH:52])([CH3:51])([CH3:50])[CH3:49], predict the reaction product. The product is: [C:1]1([CH3:23])[CH:6]=[CH:5][CH:4]=[C:3]([S:7]([N:10]2[CH2:19][CH2:18][CH2:17][C:16]3[N:15]=[CH:14][C:13]([NH:26][C:29](=[O:38])[O:52][C:48]([CH3:51])([CH3:50])[CH3:49])=[CH:12][C:11]2=3)(=[O:9])=[O:8])[CH:2]=1. (5) Given the reactants C1([C:7]([N:9]2[CH:13]3[CH2:14][CH2:15][C:10]2([C:16]([O:18]C)=[O:17])[CH2:11][CH2:12]3)=[O:8])C=CC=CC=1, predict the reaction product. The product is: [CH2:16]([O:17][C:7]([N:9]1[CH:13]2[CH2:12][CH2:11][C:10]1([C:16]([OH:18])=[O:17])[CH2:15][CH2:14]2)=[O:8])[C:10]1[CH:15]=[CH:14][CH:13]=[CH:12][CH:11]=1. (6) Given the reactants [CH2:1]([N:8]1[C:16]2[C:11](=[CH:12][C:13]([CH3:19])=[C:14]([O:17]C)[CH:15]=2)[C:10]([CH3:21])([CH3:20])[C:9]1=[O:22])[C:2]1[CH:7]=[CH:6][CH:5]=[CH:4][CH:3]=1.B(Br)(Br)Br, predict the reaction product. The product is: [CH2:1]([N:8]1[C:16]2[C:11](=[CH:12][C:13]([CH3:19])=[C:14]([OH:17])[CH:15]=2)[C:10]([CH3:20])([CH3:21])[C:9]1=[O:22])[C:2]1[CH:7]=[CH:6][CH:5]=[CH:4][CH:3]=1.